From a dataset of Catalyst prediction with 721,799 reactions and 888 catalyst types from USPTO. Predict which catalyst facilitates the given reaction. Reactant: CON(C)[C:4]([C:6]1[CH:7]=[N:8][N:9]([CH2:11][O:12][CH2:13][CH2:14][Si:15]([CH3:18])([CH3:17])[CH3:16])[CH:10]=1)=[O:5].[CH3:20][Mg]Br.[Cl-].[NH4+]. Product: [CH3:18][Si:15]([CH3:16])([CH3:17])[CH2:14][CH2:13][O:12][CH2:11][N:9]1[CH:10]=[C:6]([C:4](=[O:5])[CH3:20])[CH:7]=[N:8]1. The catalyst class is: 7.